Dataset: Forward reaction prediction with 1.9M reactions from USPTO patents (1976-2016). Task: Predict the product of the given reaction. (1) Given the reactants [C:1]1([C:36]2[CH:41]=[CH:40][CH:39]=[CH:38][CH:37]=2)[CH:6]=[CH:5][C:4]([C@@:7]23[CH2:26][N:19]([C@H:20]([C:22]([O:24]C)=[O:23])[CH2:21]2)[C:18](=[O:27])[C@@H:17]([NH:28][C:29]([O:31][C:32]([CH3:35])([CH3:34])[CH3:33])=[O:30])[CH2:16][CH2:15][CH2:14][CH2:13][CH2:12][CH:11]=[CH:10][CH2:9][S:8]3)=[CH:3][CH:2]=1.O.[OH-].[Li+], predict the reaction product. The product is: [C:1]1([C:36]2[CH:37]=[CH:38][CH:39]=[CH:40][CH:41]=2)[CH:6]=[CH:5][C:4]([C@@:7]23[CH2:26][N:19]([C@H:20]([C:22]([OH:24])=[O:23])[CH2:21]2)[C:18](=[O:27])[C@@H:17]([NH:28][C:29]([O:31][C:32]([CH3:33])([CH3:34])[CH3:35])=[O:30])[CH2:16][CH2:15][CH2:14][CH2:13][CH2:12][CH:11]=[CH:10][CH2:9][S:8]3)=[CH:3][CH:2]=1. (2) Given the reactants [C:1]1([C:7]#[CH:8])[CH:6]=[CH:5][CH:4]=[CH:3][CH:2]=1.[Br:9][C:10]1[CH:15]=[CH:14][C:13](/[C:16](/I)=[CH:17]/[CH2:18][OH:19])=[CH:12][CH:11]=1.C(NC(C)C)(C)C, predict the reaction product. The product is: [Br:9][C:10]1[CH:15]=[CH:14][C:13](/[C:16](/[C:8]#[C:7][C:1]2[CH:6]=[CH:5][CH:4]=[CH:3][CH:2]=2)=[CH:17]/[CH2:18][OH:19])=[CH:12][CH:11]=1. (3) Given the reactants [C:1]1([S:7]([C:10]2[C:15]([CH:16]=O)=[CH:14][CH:13]=[CH:12][N:11]=2)(=[O:9])=[O:8])[CH:6]=[CH:5][CH:4]=[CH:3][CH:2]=1.[CH3:18][O:19][C:20](=[O:33])[CH2:21][N:22]1[C:30]2[C:25](=[CH:26][C:27]([F:31])=[CH:28][CH:29]=2)[CH:24]=[C:23]1[CH3:32], predict the reaction product. The product is: [CH3:18][O:19][C:20](=[O:33])[CH2:21][N:22]1[C:30]2[C:25](=[CH:26][C:27]([F:31])=[CH:28][CH:29]=2)[C:24]([CH2:16][C:15]2[C:10]([S:7]([C:1]3[CH:2]=[CH:3][CH:4]=[CH:5][CH:6]=3)(=[O:8])=[O:9])=[N:11][CH:12]=[CH:13][CH:14]=2)=[C:23]1[CH3:32]. (4) The product is: [C:7]([O:11][C:12]([N:13]1[CH2:26][C:25](=[O:28])[N:16]([C:17]2[C:22]([F:23])=[CH:21][CH:20]=[CH:19][C:18]=2[F:24])[CH2:15][C:14]1([CH3:30])[CH3:29])=[O:31])([CH3:10])([CH3:9])[CH3:8]. Given the reactants CC(C)([O-])C.[K+].[C:7]([O:11][C:12](=[O:31])[NH:13][C:14]([CH3:30])([CH3:29])[CH2:15][N:16]([C:25](=[O:28])[CH2:26]Br)[C:17]1[C:22]([F:23])=[CH:21][CH:20]=[CH:19][C:18]=1[F:24])([CH3:10])([CH3:9])[CH3:8].C(O)(=O)C, predict the reaction product. (5) Given the reactants S(=O)(=O)(O)O.[Br:6][C:7]1[CH:12]=[C:11]([F:13])[C:10]([CH2:14][C:15]#[N:16])=[C:9]([F:17])[CH:8]=1.[OH-:18].[NH4+], predict the reaction product. The product is: [Br:6][C:7]1[CH:8]=[C:9]([F:17])[C:10]([CH2:14][C:15]([NH2:16])=[O:18])=[C:11]([F:13])[CH:12]=1. (6) Given the reactants [Cl:1][C:2]1[CH:7]=[CH:6][C:5]([C:8]2[S:9][C:10]([CH2:14][O:15][CH2:16][CH:17]3[CH2:22][CH2:21][CH2:20][NH:19][CH2:18]3)=[C:11]([CH3:13])[N:12]=2)=[CH:4][CH:3]=1.F[C:24]1[CH:31]=[CH:30][CH:29]=[CH:28][C:25]=1[CH:26]=[O:27], predict the reaction product. The product is: [Cl:1][C:2]1[CH:7]=[CH:6][C:5]([C:8]2[S:9][C:10]([CH2:14][O:15][CH2:16][CH:17]3[CH2:22][CH2:21][CH2:20][N:19]([C:24]4[CH:31]=[CH:30][CH:29]=[CH:28][C:25]=4[CH:26]=[O:27])[CH2:18]3)=[C:11]([CH3:13])[N:12]=2)=[CH:4][CH:3]=1. (7) Given the reactants CC(C)([O-])C.[Na+].[C:7]([C:9]1[CH:14]=[CH:13][C:12]([CH:15]([C:30]2[C:35](=[O:36])[CH2:34][CH:33]([C:37]3[S:38][CH:39]=[CH:40][CH:41]=3)[CH2:32][C:31]=2OCC)[NH:16][C:17]([NH:19][C:20]2[CH:25]=[CH:24][CH:23]=[C:22]([C:26]([F:29])([F:28])[F:27])[CH:21]=2)=[O:18])=[CH:11][CH:10]=1)#[N:8].O, predict the reaction product. The product is: [O:18]=[C:17]1[NH:16][CH:15]([C:12]2[CH:11]=[CH:10][C:9]([C:7]#[N:8])=[CH:14][CH:13]=2)[C:30]2[C:35](=[O:36])[CH2:34][CH:33]([C:37]3[S:38][CH:39]=[CH:40][CH:41]=3)[CH2:32][C:31]=2[N:19]1[C:20]1[CH:25]=[CH:24][CH:23]=[C:22]([C:26]([F:29])([F:27])[F:28])[CH:21]=1. (8) Given the reactants [F:1][C:2]1[CH:12]=[CH:11][CH:10]=[CH:9][C:3]=1[CH:4]=[CH:5][C:6]([OH:8])=O.[N:13]1[CH:18]=[CH:17][CH:16]=[N:15][C:14]=1[O:19][C:20]1[CH:21]=[C:22]([C@@H:26]([NH2:28])[CH3:27])[CH:23]=[CH:24][CH:25]=1, predict the reaction product. The product is: [F:1][C:2]1[CH:12]=[CH:11][CH:10]=[CH:9][C:3]=1[CH:4]=[CH:5][C:6]([NH:28][C@H:26]([C:22]1[CH:23]=[CH:24][CH:25]=[C:20]([O:19][C:14]2[N:13]=[CH:18][CH:17]=[CH:16][N:15]=2)[CH:21]=1)[CH3:27])=[O:8]. (9) Given the reactants [C:1]1([C:7]2[N:11]3[CH:12]=[CH:13][C:14]([C:16]4[CH:21]=[CH:20][NH:19][C:18](=[O:22])[CH:17]=4)=[CH:15][C:10]3=[N:9][CH:8]=2)[CH:6]=[CH:5][CH:4]=[CH:3][CH:2]=1.[I-].[Na+].C(=O)([O-])[O-].[Cs+].[Cs+].Cl[CH2:32][CH2:33][CH2:34][N:35]1[CH2:40][CH2:39][CH2:38][CH2:37][CH2:36]1.C(=O)(O)[O-].[Na+], predict the reaction product. The product is: [C:1]1([C:7]2[N:11]3[CH:12]=[CH:13][C:14]([C:16]4[CH:21]=[CH:20][N:19]([CH2:32][CH2:33][CH2:34][N:35]5[CH2:40][CH2:39][CH2:38][CH2:37][CH2:36]5)[C:18](=[O:22])[CH:17]=4)=[CH:15][C:10]3=[N:9][CH:8]=2)[CH:2]=[CH:3][CH:4]=[CH:5][CH:6]=1. (10) Given the reactants [OH:1][C:2]1[C:7]([C:8]([O:10][CH2:11][CH3:12])=[O:9])=[CH:6][N:5]=[C:4]([OH:13])[CH:3]=1.C1C(=O)N([Cl:21])C(=O)C1.Cl.[O-]S([O-])(=S)=O.[Na+].[Na+], predict the reaction product. The product is: [Cl:21][C:3]1[C:4]([OH:13])=[N:5][CH:6]=[C:7]([C:2]=1[OH:1])[C:8]([O:10][CH2:11][CH3:12])=[O:9].